From a dataset of NCI-60 drug combinations with 297,098 pairs across 59 cell lines. Regression. Given two drug SMILES strings and cell line genomic features, predict the synergy score measuring deviation from expected non-interaction effect. (1) Drug 1: COC1=CC(=CC(=C1O)OC)C2C3C(COC3=O)C(C4=CC5=C(C=C24)OCO5)OC6C(C(C7C(O6)COC(O7)C8=CC=CS8)O)O. Drug 2: C(CN)CNCCSP(=O)(O)O. Cell line: SN12C. Synergy scores: CSS=37.1, Synergy_ZIP=1.83, Synergy_Bliss=0.483, Synergy_Loewe=-71.2, Synergy_HSA=-1.77. (2) Drug 1: CC12CCC3C(C1CCC2=O)CC(=C)C4=CC(=O)C=CC34C. Drug 2: COC1=NC(=NC2=C1N=CN2C3C(C(C(O3)CO)O)O)N. Cell line: CCRF-CEM. Synergy scores: CSS=76.5, Synergy_ZIP=2.27, Synergy_Bliss=1.50, Synergy_Loewe=-0.831, Synergy_HSA=3.37. (3) Drug 1: CC1=C(C(CCC1)(C)C)C=CC(=CC=CC(=CC(=O)O)C)C. Drug 2: CC(C)(C#N)C1=CC(=CC(=C1)CN2C=NC=N2)C(C)(C)C#N. Cell line: SW-620. Synergy scores: CSS=4.84, Synergy_ZIP=0.242, Synergy_Bliss=-5.69, Synergy_Loewe=-4.99, Synergy_HSA=-5.22. (4) Drug 1: COC1=CC(=CC(=C1O)OC)C2C3C(COC3=O)C(C4=CC5=C(C=C24)OCO5)OC6C(C(C7C(O6)COC(O7)C8=CC=CS8)O)O. Drug 2: C1=NNC2=C1C(=O)NC=N2. Cell line: IGROV1. Synergy scores: CSS=35.2, Synergy_ZIP=-2.47, Synergy_Bliss=1.65, Synergy_Loewe=-36.4, Synergy_HSA=2.86. (5) Drug 1: CN(CC1=CN=C2C(=N1)C(=NC(=N2)N)N)C3=CC=C(C=C3)C(=O)NC(CCC(=O)O)C(=O)O. Drug 2: CC1=CC=C(C=C1)C2=CC(=NN2C3=CC=C(C=C3)S(=O)(=O)N)C(F)(F)F. Cell line: HOP-62. Synergy scores: CSS=19.8, Synergy_ZIP=-7.31, Synergy_Bliss=-8.03, Synergy_Loewe=1.53, Synergy_HSA=-8.77.